Dataset: Forward reaction prediction with 1.9M reactions from USPTO patents (1976-2016). Task: Predict the product of the given reaction. Given the reactants I[C:2]1[CH:7]=[CH:6][CH:5]=[CH:4][CH:3]=1.[CH2:8]=[CH:9][C:10]1[CH:15]=[CH:14][CH:13]=[CH:12][CH:11]=1, predict the reaction product. The product is: [C:2]1(/[CH:8]=[CH:9]/[C:10]2[CH:15]=[CH:14][CH:13]=[CH:12][CH:11]=2)[CH:7]=[CH:6][CH:5]=[CH:4][CH:3]=1.